Dataset: Forward reaction prediction with 1.9M reactions from USPTO patents (1976-2016). Task: Predict the product of the given reaction. (1) Given the reactants [NH2:1][NH:2][C:3]([NH2:5])=[S:4].[F:6][C:7]([F:12])([CH3:11])[C:8](O)=O.O=P(Cl)(Cl)Cl, predict the reaction product. The product is: [F:6][C:7]([C:11]1[S:4][C:3]([NH2:5])=[N:2][N:1]=1)([F:12])[CH3:8]. (2) Given the reactants [Cl:1][C:2]1[N:7]=[C:6]([CH2:8]Cl)[C:5]([C:10]([O:12]C)=O)=[CH:4][CH:3]=1.Cl.[O:15]1[CH2:18][CH:17]([NH2:19])[CH2:16]1.C(=O)([O-])[O-].[K+].[K+].O, predict the reaction product. The product is: [Cl:1][C:2]1[N:7]=[C:6]2[CH2:8][N:19]([CH:17]3[CH2:18][O:15][CH2:16]3)[C:10](=[O:12])[C:5]2=[CH:4][CH:3]=1. (3) Given the reactants [BH4-].[Na+].[CH:3]([C:5]1[N:10]=[C:9]([C:11]2[N:16]=[CH:15][C:14]3[CH:17]=[N:18][N:19]([C:20]4[N:25]=[C:24]([N:26]5[CH2:31][CH2:30][N:29]([C:32]([O:34][C:35]([CH3:38])([CH3:37])[CH3:36])=[O:33])[CH2:28][CH2:27]5)[CH:23]=[CH:22][CH:21]=4)[C:13]=3[CH:12]=2)[CH:8]=[N:7][CH:6]=1)=[O:4], predict the reaction product. The product is: [OH:4][CH2:3][C:5]1[N:10]=[C:9]([C:11]2[N:16]=[CH:15][C:14]3[CH:17]=[N:18][N:19]([C:20]4[N:25]=[C:24]([N:26]5[CH2:27][CH2:28][N:29]([C:32]([O:34][C:35]([CH3:38])([CH3:37])[CH3:36])=[O:33])[CH2:30][CH2:31]5)[CH:23]=[CH:22][CH:21]=4)[C:13]=3[CH:12]=2)[CH:8]=[N:7][CH:6]=1.